Predict the reaction yield, written as a fraction of the theoretical maximum amount of product (1.0 means a 100% yield; for example, 0.34 means a 34% yield). From a dataset of Reaction yield outcomes from USPTO patents with 853,638 reactions. The reactants are C([Li])CCC.CCCCCC.[C:12](#[N:14])[CH3:13].[C:15]1([C:25](OCC)=[O:26])[C:24]2[C:19](=[CH:20][CH:21]=[CH:22][CH:23]=2)[CH:18]=[CH:17][CH:16]=1. The catalyst is O1CCCC1. The product is [C:15]1([C:25]([CH2:13][C:12]#[N:14])=[O:26])[C:24]2[C:19](=[CH:20][CH:21]=[CH:22][CH:23]=2)[CH:18]=[CH:17][CH:16]=1. The yield is 0.720.